This data is from Reaction yield outcomes from USPTO patents with 853,638 reactions. The task is: Predict the reaction yield, written as a fraction of the theoretical maximum amount of product (1.0 means a 100% yield; for example, 0.34 means a 34% yield). (1) The reactants are [F:1][C:2]1[C:3]([NH:12][C:13]2[CH:18]=[CH:17][C:16]([I:19])=[CH:15][C:14]=2[F:20])=[C:4]([CH:8]=[CH:9][C:10]=1[F:11])[C:5]([OH:7])=O.C1CN([P+](ON2N=NC3C=CC=CC2=3)(N2CCCC2)N2CCCC2)CC1.F[P-](F)(F)(F)(F)F.C(N(CC)CC)C.[OH:61][CH2:62][CH2:63][C:64]1([OH:68])[CH2:67][NH:66][CH2:65]1. The catalyst is CN(C=O)C.C(OCC)(=O)C.O. The product is [F:1][C:2]1[C:3]([NH:12][C:13]2[CH:18]=[CH:17][C:16]([I:19])=[CH:15][C:14]=2[F:20])=[C:4]([C:5]([N:66]2[CH2:67][C:64]([CH2:63][CH2:62][OH:61])([OH:68])[CH2:65]2)=[O:7])[CH:8]=[CH:9][C:10]=1[F:11]. The yield is 0.780. (2) The reactants are O.Br[C:3]1[CH:11]=[C:10]([O:12][CH3:13])[C:9]([O:14][CH3:15])=[CH:8][C:4]=1[C:5]([OH:7])=[O:6].C(=O)([O-])[O-:17].[Na+].[Na+].Cl. The catalyst is S([O-])([O-])(=O)=O.[Cu+2].O.O.O.O.O.S([O-])([O-])(=O)=O.[Cu+2].N1C=CC=CC=1. The product is [OH:17][C:3]1[CH:11]=[C:10]([O:12][CH3:13])[C:9]([O:14][CH3:15])=[CH:8][C:4]=1[C:5]([OH:7])=[O:6]. The yield is 0.993. (3) The reactants are [C:1]([O:5][C:6](=[O:33])[NH:7][CH2:8][CH2:9][NH:10][CH:11]1[CH:15]([O:16][Si:17]([C:20]([CH3:23])([CH3:22])[CH3:21])([CH3:19])[CH3:18])[CH2:14][N:13]([C:24](=[O:32])[C:25]2[CH:30]=[CH:29][C:28]([Cl:31])=[CH:27][CH:26]=2)[CH2:12]1)([CH3:4])([CH3:3])[CH3:2].CCN(C(C)C)C(C)C.[Cl:43][CH2:44][C:45](Cl)=[O:46]. The product is [C:1]([O:5][C:6](=[O:33])[NH:7][CH2:8][CH2:9][N:10]([CH:11]1[CH:15]([O:16][Si:17]([C:20]([CH3:23])([CH3:22])[CH3:21])([CH3:18])[CH3:19])[CH2:14][N:13]([C:24](=[O:32])[C:25]2[CH:26]=[CH:27][C:28]([Cl:31])=[CH:29][CH:30]=2)[CH2:12]1)[C:45](=[O:46])[CH2:44][Cl:43])([CH3:2])([CH3:3])[CH3:4]. The yield is 0.580. No catalyst specified. (4) The reactants are [H-].[Na+].[OH:3][C@@H:4]1[CH2:9][CH2:8][CH2:7][N:6](C(OC(C)(C)C)=O)[CH2:5]1.[CH2:17](Br)[CH:18]=[CH2:19].[ClH:21].O1CCOCC1. The catalyst is CN(C=O)C.O. The product is [ClH:21].[CH2:19]([O:3][C@@H:4]1[CH2:9][CH2:8][CH2:7][NH:6][CH2:5]1)[CH:18]=[CH2:17]. The yield is 0.890.